This data is from NCI-60 drug combinations with 297,098 pairs across 59 cell lines. The task is: Regression. Given two drug SMILES strings and cell line genomic features, predict the synergy score measuring deviation from expected non-interaction effect. (1) Drug 1: CCC(=C(C1=CC=CC=C1)C2=CC=C(C=C2)OCCN(C)C)C3=CC=CC=C3.C(C(=O)O)C(CC(=O)O)(C(=O)O)O. Drug 2: C(CCl)NC(=O)N(CCCl)N=O. Cell line: LOX IMVI. Synergy scores: CSS=41.8, Synergy_ZIP=-7.44, Synergy_Bliss=1.90, Synergy_Loewe=2.17, Synergy_HSA=4.19. (2) Drug 1: C1=C(C(=O)NC(=O)N1)N(CCCl)CCCl. Drug 2: C1CC(=O)NC(=O)C1N2C(=O)C3=CC=CC=C3C2=O. Cell line: UACC62. Synergy scores: CSS=36.7, Synergy_ZIP=9.73, Synergy_Bliss=13.3, Synergy_Loewe=9.04, Synergy_HSA=13.4. (3) Drug 1: C1CN1P(=S)(N2CC2)N3CC3. Drug 2: C1=CC=C(C(=C1)C(C2=CC=C(C=C2)Cl)C(Cl)Cl)Cl. Cell line: SF-539. Synergy scores: CSS=6.00, Synergy_ZIP=2.09, Synergy_Bliss=8.32, Synergy_Loewe=-9.43, Synergy_HSA=0.636. (4) Drug 1: C1=CC=C(C=C1)NC(=O)CCCCCCC(=O)NO. Drug 2: C(CC(=O)O)C(=O)CN.Cl. Cell line: NCI-H460. Synergy scores: CSS=19.3, Synergy_ZIP=-7.30, Synergy_Bliss=0.0532, Synergy_Loewe=-0.479, Synergy_HSA=0.132. (5) Drug 1: C1=CC(=CC=C1CC(C(=O)O)N)N(CCCl)CCCl.Cl. Drug 2: CS(=O)(=O)OCCCCOS(=O)(=O)C. Cell line: U251. Synergy scores: CSS=33.6, Synergy_ZIP=-8.84, Synergy_Bliss=-3.70, Synergy_Loewe=-8.65, Synergy_HSA=-2.36. (6) Drug 1: CC1=C2C(C(=O)C3(C(CC4C(C3C(C(C2(C)C)(CC1OC(=O)C(C(C5=CC=CC=C5)NC(=O)OC(C)(C)C)O)O)OC(=O)C6=CC=CC=C6)(CO4)OC(=O)C)OC)C)OC. Drug 2: C1CNP(=O)(OC1)N(CCCl)CCCl. Cell line: RXF 393. Synergy scores: CSS=19.7, Synergy_ZIP=-6.44, Synergy_Bliss=-9.70, Synergy_Loewe=-41.5, Synergy_HSA=-12.0. (7) Drug 1: CS(=O)(=O)CCNCC1=CC=C(O1)C2=CC3=C(C=C2)N=CN=C3NC4=CC(=C(C=C4)OCC5=CC(=CC=C5)F)Cl. Drug 2: CC1=C(N=C(N=C1N)C(CC(=O)N)NCC(C(=O)N)N)C(=O)NC(C(C2=CN=CN2)OC3C(C(C(C(O3)CO)O)O)OC4C(C(C(C(O4)CO)O)OC(=O)N)O)C(=O)NC(C)C(C(C)C(=O)NC(C(C)O)C(=O)NCCC5=NC(=CS5)C6=NC(=CS6)C(=O)NCCC[S+](C)C)O. Cell line: RXF 393. Synergy scores: CSS=17.7, Synergy_ZIP=-0.441, Synergy_Bliss=4.86, Synergy_Loewe=-6.77, Synergy_HSA=1.65.